This data is from Reaction yield outcomes from USPTO patents with 853,638 reactions. The task is: Predict the reaction yield, written as a fraction of the theoretical maximum amount of product (1.0 means a 100% yield; for example, 0.34 means a 34% yield). (1) The product is [CH:1]([N:14]1[C:22]2[C:17](=[CH:18][C:19]([Cl:23])=[CH:20][CH:21]=2)[C:16]([CH2:24][CH2:25][O:26][C:27]2[CH:35]=[CH:34][C:30]([C:31]([OH:33])=[O:32])=[CH:29][CH:28]=2)=[C:15]1[CH2:36][CH2:37][NH:38][S:39]([C:42]1[CH:47]=[CH:46][CH:45]=[CH:44][C:43]=1[OH:48])(=[O:40])=[O:41])([C:2]1[CH:7]=[CH:6][CH:5]=[CH:4][CH:3]=1)[C:8]1[CH:9]=[CH:10][CH:11]=[CH:12][CH:13]=1. The catalyst is CO.CCO.[Pd]. The reactants are [CH:1]([N:14]1[C:22]2[C:17](=[CH:18][C:19]([Cl:23])=[CH:20][CH:21]=2)[C:16]([CH2:24][CH2:25][O:26][C:27]2[CH:35]=[CH:34][C:30]([C:31]([OH:33])=[O:32])=[CH:29][CH:28]=2)=[C:15]1[CH2:36][CH2:37][NH:38][S:39]([C:42]1[CH:47]=[CH:46][CH:45]=[CH:44][C:43]=1[O:48]CC(C)=CC=C)(=[O:41])=[O:40])([C:8]1[CH:13]=[CH:12][CH:11]=[CH:10][CH:9]=1)[C:2]1[CH:7]=[CH:6][CH:5]=[CH:4][CH:3]=1. The yield is 0.950. (2) The reactants are [CH3:1][O:2][C:3](=[O:20])[C:4]1[CH:9]=[C:8]([N+:10]([O-])=O)[CH:7]=[CH:6][C:5]=1[O:13][C:14]1[CH:19]=[CH:18][CH:17]=[CH:16][CH:15]=1. The catalyst is C(O)C.[Pd]. The product is [CH3:1][O:2][C:3](=[O:20])[C:4]1[CH:9]=[C:8]([NH2:10])[CH:7]=[CH:6][C:5]=1[O:13][C:14]1[CH:15]=[CH:16][CH:17]=[CH:18][CH:19]=1. The yield is 0.940. (3) The reactants are C(O[C:9]([NH:11][C@@H:12]([CH2:26][C:27]1[CH:32]=[CH:31][C:30]([C:33]2[N:38]=[CH:37][C:36]([C:39]3[CH:44]=[CH:43][C:42]([O:45][CH2:46][CH2:47][CH2:48][CH2:49][CH2:50][CH2:51][CH3:52])=[CH:41][CH:40]=3)=[CH:35][N:34]=2)=[CH:29][CH:28]=1)[C:13]([N:15]1[CH2:18][CH:17]([C:19]([O:21][C:22]([CH3:25])([CH3:24])[CH3:23])=[O:20])[CH2:16]1)=[O:14])=[O:10])C1C=CC=CC=1.C([SiH]([CH2:58][CH3:59])CC)C.[CH2:60](N(CC)CC)C.CN(C(ON1N=N[C:77]2[CH:78]=[CH:79][CH:80]=NC1=2)=[N+](C)C)C.F[P-](F)(F)(F)(F)F.CCN([CH:97]([CH3:99])[CH3:98])C(C)C.Cl. The catalyst is C(Cl)Cl.CN(C=O)C.C(O[Pd]OC(=O)C)(=O)C. The product is [C:97]([C:59]1[CH:58]=[CH:77][C:78]([C:9]([NH:11][C@@H:12]([CH2:26][C:27]2[CH:28]=[CH:29][C:30]([C:33]3[N:38]=[CH:37][C:36]([C:39]4[CH:40]=[CH:41][C:42]([O:45][CH2:46][CH2:47][CH2:48][CH2:49][CH2:50][CH2:51][CH3:52])=[CH:43][CH:44]=4)=[CH:35][N:34]=3)=[CH:31][CH:32]=2)[C:13]([N:15]2[CH2:16][CH:17]([C:19]([O:21][C:22]([CH3:23])([CH3:25])[CH3:24])=[O:20])[CH2:18]2)=[O:14])=[O:10])=[CH:79][CH:80]=1)([CH3:99])([CH3:60])[CH3:98]. The yield is 0.800. (4) The reactants are C(O[C:6](=O)[NH:7][C:8]1[C:13]([CH3:14])=[CH:12][CH:11]=[CH:10][N:9]=1)(C)(C)C.[Li]CCCC.[F:21][C:22]([F:30])([F:29])C(N(OC)C)=O.Cl. The catalyst is C1COCC1. The product is [F:21][C:22]([F:30])([F:29])[C:6]1[NH:7][C:8]2=[N:9][CH:10]=[CH:11][CH:12]=[C:13]2[CH:14]=1. The yield is 0.270. (5) The reactants are [CH3:1][N:2]([C:4]([CH2:6][N:7]1[C:15]2[C:10](=[CH:11][CH:12]=[C:13]([C:16]([OH:18])=[O:17])[CH:14]=2)[C:9]([CH:19]2[CH2:24][CH2:23][CH2:22][CH2:21][CH2:20]2)=[C:8]1[C:25]1[CH:26]=[C:27]2[C:32](=[CH:33][CH:34]=1)[N:31]=[C:30]([C:35]1[S:39][C:38]([CH3:40])=[N:37][C:36]=1[CH3:41])[CH:29]=[CH:28]2)=[O:5])[CH3:3].CO[C:44]([C:46]1C=C2C(C(C3CCCCC3)=C(C3C=C4C(=CC=3)N=C(C3SC(C)=NC=3C)C=C4)N2CC(=O)N(C)C)=CC=1)=O.[CH3:84]C1CCCN1. No catalyst specified. The product is [CH:19]1([C:9]2[C:10]3[C:15](=[CH:14][C:13]([C:16]([OH:18])=[O:17])=[CH:12][CH:11]=3)[N:7]([CH2:6][C:4]([N:2]3[CH2:1][CH2:46][CH2:44][CH:3]3[CH3:84])=[O:5])[C:8]=2[C:25]2[CH:26]=[C:27]3[C:32](=[CH:33][CH:34]=2)[N:31]=[C:30]([C:35]2[S:39][C:38]([CH3:40])=[N:37][C:36]=2[CH3:41])[CH:29]=[CH:28]3)[CH2:20][CH2:21][CH2:22][CH2:23][CH2:24]1. The yield is 0.0900. (6) The reactants are Br[C:2]1[CH:3]=[N:4][CH:5]=[C:6]2[C:11]=1[N:10]=[C:9]([C:12]([NH:14][CH2:15][C:16]1([CH3:22])[CH2:20][CH2:19][C:18](=[O:21])[NH:17]1)=[O:13])[CH:8]=[CH:7]2.[Cl:23][C:24]1[CH:29]=[CH:28][C:27](B(O)O)=[CH:26][CH:25]=1.C(=O)([O-])[O-].[Cs+].[Cs+]. The catalyst is O1CCOCC1.O.C1(P([C-]2C=CC=C2)C2C=CC=CC=2)C=CC=CC=1.[C-]1(P(C2C=CC=CC=2)C2C=CC=CC=2)C=CC=C1.[Fe+2].[Pd](Cl)Cl. The product is [Cl:23][C:24]1[CH:29]=[CH:28][C:27]([C:2]2[CH:3]=[N:4][CH:5]=[C:6]3[C:11]=2[N:10]=[C:9]([C:12]([NH:14][CH2:15][C:16]2([CH3:22])[CH2:20][CH2:19][C:18](=[O:21])[NH:17]2)=[O:13])[CH:8]=[CH:7]3)=[CH:26][CH:25]=1. The yield is 0.910. (7) The reactants are C(N(S(F)(F)[F:7])CC)C.[Cl:10][C:11]1[C:16]([C:17]2(O)[CH2:20][CH2:19][CH2:18]2)=[CH:15][CH:14]=[C:13]([CH3:22])[N:12]=1. The catalyst is ClCCl. The product is [Cl:10][C:11]1[C:16]([C:17]2([F:7])[CH2:20][CH2:19][CH2:18]2)=[CH:15][CH:14]=[C:13]([CH3:22])[N:12]=1. The yield is 0.930. (8) The reactants are Cl.[NH2:2][C:3]1[CH:23]=[CH:22][C:6]([O:7][CH2:8][CH2:9][CH2:10][O:11][S:12]([C:15]2[CH:20]=[CH:19][C:18]([CH3:21])=[CH:17][CH:16]=2)(=[O:14])=[O:13])=[CH:5][C:4]=1[CH2:24][S:25]([C:28]1[C:37]2[C:32](=[CH:33][CH:34]=[CH:35][CH:36]=2)[CH:31]=[CH:30][CH:29]=1)(=[O:27])=[O:26].[N:38]([O-])=O.[Na+].C(=O)([O-])[O-].[Na+].[Na+]. The catalyst is O.C(O)(C)C. The product is [C:28]1([S:25]([C:24]2[C:4]3[C:3](=[CH:23][CH:22]=[C:6]([O:7][CH2:8][CH2:9][CH2:10][O:11][S:12]([C:15]4[CH:20]=[CH:19][C:18]([CH3:21])=[CH:17][CH:16]=4)(=[O:13])=[O:14])[CH:5]=3)[NH:2][N:38]=2)(=[O:26])=[O:27])[C:37]2[C:32](=[CH:33][CH:34]=[CH:35][CH:36]=2)[CH:31]=[CH:30][CH:29]=1. The yield is 0.410. (9) The reactants are [C:1]([C:4]1[N:8]([CH:9]2[CH2:14][CH2:13][O:12][CH2:11][CH2:10]2)[C:7]([CH3:15])=[N:6][CH:5]=1)(=[O:3])[CH3:2]. The catalyst is CN(C(OC)OC)C.CN(C=O)C. The product is [CH3:7][N:8]([CH3:9])/[CH:4]=[CH:2]/[C:1]([C:4]1[N:8]([CH:9]2[CH2:14][CH2:13][O:12][CH2:11][CH2:10]2)[C:7]([CH3:15])=[N:6][CH:5]=1)=[O:3]. The yield is 0.820. (10) The reactants are [C:1]([C:4]1[CH:9]=[CH:8][CH:7]=[CH:6][C:5]=1[C:10]1[C:20]2[O:19][CH2:18][CH2:17][N:16](C(OC(C)(C)C)=O)[CH2:15][C:14]=2[CH:13]=[CH:12][CH:11]=1)(=[O:3])[CH3:2].C(OCC)(=O)C.[ClH:34]. The catalyst is C(OCC)(=O)C. The product is [ClH:34].[O:19]1[C:20]2[C:10]([C:5]3[CH:6]=[CH:7][CH:8]=[CH:9][C:4]=3[C:1](=[O:3])[CH3:2])=[CH:11][CH:12]=[CH:13][C:14]=2[CH2:15][NH:16][CH2:17][CH2:18]1. The yield is 0.841.